Dataset: Full USPTO retrosynthesis dataset with 1.9M reactions from patents (1976-2016). Task: Predict the reactants needed to synthesize the given product. (1) Given the product [Cl:1][C:2]1[S:6][C:5]([C:7]([NH:51][C@@H:52]([CH2:65][C:66]2[CH:71]=[CH:70][CH:69]=[C:68]([F:72])[CH:67]=2)[CH2:53][N:54]2[C:62](=[O:63])[C:61]3[C:56](=[CH:57][CH:58]=[CH:59][CH:60]=3)[C:55]2=[O:64])=[O:9])=[CH:4][C:3]=1[C:10]1[N:14]([CH2:15][CH3:16])[N:13]=[CH:12][C:11]=1[CH3:17], predict the reactants needed to synthesize it. The reactants are: [Cl:1][C:2]1[S:6][C:5]([C:7]([OH:9])=O)=[CH:4][C:3]=1[C:10]1[N:14]([CH2:15][CH3:16])[N:13]=[CH:12][C:11]=1[CH3:17].C1CN([P+](Br)(N2CCCC2)N2CCCC2)CC1.F[P-](F)(F)(F)(F)F.CCN(C(C)C)C(C)C.[NH2:51][C@@H:52]([CH2:65][C:66]1[CH:71]=[CH:70][CH:69]=[C:68]([F:72])[CH:67]=1)[CH2:53][N:54]1[C:62](=[O:63])[C:61]2[C:56](=[CH:57][CH:58]=[CH:59][CH:60]=2)[C:55]1=[O:64]. (2) The reactants are: [CH3:1][O:2][C:3]1[CH:22]=[CH:21][C:6]([CH2:7][N:8]2[C:12]3[N:13]=[CH:14][C:15]4[CH2:16][NH:17][CH2:18][CH2:19][C:20]=4[C:11]=3[CH:10]=[N:9]2)=[CH:5][CH:4]=1.CCN(CC)CC.Br[CH:31]([C:37]1[CH:42]=[CH:41][CH:40]=[CH:39][CH:38]=1)[C:32]([O:34][CH2:35][CH3:36])=[O:33].C([O-])(O)=O.[Na+]. Given the product [CH3:1][O:2][C:3]1[CH:4]=[CH:5][C:6]([CH2:7][N:8]2[C:12]3[N:13]=[CH:14][C:15]4[CH2:16][N:17]([CH:31]([C:37]5[CH:42]=[CH:41][CH:40]=[CH:39][CH:38]=5)[C:32]([O:34][CH2:35][CH3:36])=[O:33])[CH2:18][CH2:19][C:20]=4[C:11]=3[CH:10]=[N:9]2)=[CH:21][CH:22]=1, predict the reactants needed to synthesize it. (3) Given the product [OH:17][C:7]1([C:2]2[CH:3]=[CH:4][CH:5]=[CH:6][N:1]=2)[CH2:8][CH2:9][C:10](=[O:11])[CH2:15][CH2:16]1, predict the reactants needed to synthesize it. The reactants are: [N:1]1[CH:6]=[CH:5][CH:4]=[CH:3][C:2]=1[C:7]1([OH:17])[CH2:16][CH2:15][C:10]2(OCC[O:11]2)[CH2:9][CH2:8]1.Cl.C(=O)(O)[O-].[Na+]. (4) Given the product [CH3:1][C:2]1[CH:3]=[CH:4][C:5]([C:8]2[N:18]([C:20]3[CH:25]=[CH:24][CH:23]=[CH:22][N:21]=3)[N:19]=[C:10]([C:11]([O:13][CH2:14][CH3:15])=[O:12])[CH:9]=2)=[N:6][CH:7]=1, predict the reactants needed to synthesize it. The reactants are: [CH3:1][C:2]1[CH:3]=[CH:4][C:5]([C:8](=O)[CH2:9][C:10](=O)[C:11]([O:13][CH2:14][CH3:15])=[O:12])=[N:6][CH:7]=1.[NH:18]([C:20]1[CH:25]=[CH:24][CH:23]=[CH:22][N:21]=1)[NH2:19].Cl.C(=O)([O-])O.[Na+]. (5) Given the product [F:31][C:30]([F:33])([F:32])[C:23]([F:34])([F:22])[CH2:24][CH2:25][CH2:26][CH2:27][CH2:28][I:1], predict the reactants needed to synthesize it. The reactants are: [I:1]I.C1(P(C2C=CC=CC=2)C2C=CC=CC=2)C=CC=CC=1.[F:22][C:23]([F:34])([C:30]([F:33])([F:32])[F:31])[CH2:24][CH2:25][CH2:26][CH2:27][CH2:28]O.O. (6) The reactants are: C[O:2][C:3]([CH:5]1[CH2:9][CH2:8][CH2:7][N:6]1[CH2:10][C@@H:11]1[C@@H:16]([OH:17])[C@H:15]([OH:18])[C@@H:14]([OH:19])[C@H:13]([C:20]2[CH:25]=[CH:24][C:23]([Cl:26])=[C:22]([CH2:27][C:28]3[CH:33]=[CH:32][C:31]([O:34][CH2:35][CH3:36])=[CH:30][CH:29]=3)[CH:21]=2)[O:12]1)=[O:4].[Li+].[OH-]. Given the product [Cl:26][C:23]1[CH:24]=[CH:25][C:20]([C@@H:13]2[O:12][C@H:11]([CH2:10][N:6]3[CH2:7][CH2:8][CH2:9][CH:5]3[C:3]([OH:4])=[O:2])[C@@H:16]([OH:17])[C@H:15]([OH:18])[C@H:14]2[OH:19])=[CH:21][C:22]=1[CH2:27][C:28]1[CH:29]=[CH:30][C:31]([O:34][CH2:35][CH3:36])=[CH:32][CH:33]=1, predict the reactants needed to synthesize it. (7) Given the product [Cl:1][C:2]1[CH:7]=[CH:6][N:5]=[C:4]([CH:8]=[N:16][S@@:14]([C:11]([CH3:13])([CH3:12])[CH3:10])=[O:15])[CH:3]=1, predict the reactants needed to synthesize it. The reactants are: [Cl:1][C:2]1[CH:7]=[CH:6][N:5]=[C:4]([CH:8]=O)[CH:3]=1.[CH3:10][C:11]([S@:14]([NH2:16])=[O:15])([CH3:13])[CH3:12].C([O-])([O-])=O.[Cs+].[Cs+]. (8) Given the product [CH3:1][C:2]1[CH:7]=[C:6]([S:8][CH2:9][CH2:10][CH:11]([C:16]2[S:17][C:18]3[CH:25]=[CH:24][C:23]([C:26]([F:28])([F:27])[F:29])=[CH:22][C:19]=3[C:20]=2[CH3:21])[CH2:12][CH2:13][CH2:14][CH3:15])[CH:5]=[CH:4][C:3]=1[O:30][CH2:31][C:32]([OH:34])=[O:33], predict the reactants needed to synthesize it. The reactants are: [CH3:1][C:2]1[CH:7]=[C:6]([S:8][CH2:9][CH2:10][CH:11]([C:16]2[S:17][C:18]3[CH:25]=[CH:24][C:23]([C:26]([F:29])([F:28])[F:27])=[CH:22][C:19]=3[C:20]=2[CH3:21])[CH2:12][CH2:13][CH2:14][CH3:15])[CH:5]=[CH:4][C:3]=1[O:30][CH2:31][C:32]([O:34]CC)=[O:33].[OH-].[Na+]. (9) The reactants are: [I:1][C:2]1[CH:10]=[CH:9][C:5]([C:6]([OH:8])=[O:7])=[CH:4][C:3]=1[OH:11].S(=O)(=O)(O)O.O.[C:18](=O)(O)[O-].[Na+]. Given the product [I:1][C:2]1[CH:10]=[CH:9][C:5]([C:6]([O:8][CH3:18])=[O:7])=[CH:4][C:3]=1[OH:11], predict the reactants needed to synthesize it.